Dataset: Reaction yield outcomes from USPTO patents with 853,638 reactions. Task: Predict the reaction yield, written as a fraction of the theoretical maximum amount of product (1.0 means a 100% yield; for example, 0.34 means a 34% yield). (1) The reactants are [C:1]([O:5][C:6](=[O:19])[C:7]([NH:11][C:12](OC(C)(C)C)=O)([CH3:10])[CH2:8][F:9])([CH3:4])([CH3:3])[CH3:2].CI.[H-].[Na+].[OH2:24]. The catalyst is CN(C=O)C. The product is [C:1]([O:5][C:6](=[O:19])[C:7]([NH:11][CH2:12][C:6]([O:5][C:1]([CH3:4])([CH3:3])[CH3:2])=[O:24])([CH3:10])[CH2:8][F:9])([CH3:2])([CH3:3])[CH3:4]. The yield is 0.860. (2) The reactants are [CH3:1][O:2][C:3]1[CH:4]=[C:5]([CH:18]=[CH:19][C:20]=1[O:21][CH3:22])[CH2:6][NH:7][C:8]1[C:9]2[S:16][C:15](I)=[CH:14][C:10]=2[N:11]=[CH:12][N:13]=1.[N:23]1[CH:28]=[CH:27][CH:26]=[C:25](B(O)O)[CH:24]=1.CN(C=O)C.C([O-])([O-])=O.[K+].[K+]. The catalyst is CCOC(C)=O.C1C=CC(C#N)=CC=1.C1C=CC(C#N)=CC=1.Cl[Pd]Cl.C1(P(C2C=CC=CC=2)[C-]2C=CC=C2)C=CC=CC=1.[C-]1(P(C2C=CC=CC=2)C2C=CC=CC=2)C=CC=C1.[Fe+2]. The product is [CH3:1][O:2][C:3]1[CH:4]=[C:5]([CH:18]=[CH:19][C:20]=1[O:21][CH3:22])[CH2:6][NH:7][C:8]1[C:9]2[S:16][C:15]([C:25]3[CH:24]=[N:23][CH:28]=[CH:27][CH:26]=3)=[CH:14][C:10]=2[N:11]=[CH:12][N:13]=1. The yield is 0.780. (3) The reactants are [F:1][C:2]([F:16])([F:15])[C:3]1[CH:4]=[C:5]([CH:8]=[C:9]([C:11]([F:14])([F:13])[F:12])[CH:10]=1)[CH:6]=O.[NH2:17][CH2:18][C:19]1[C:20]([N:29]([CH2:32][CH:33]2[CH2:37][CH2:36][CH2:35][CH2:34]2)[CH2:30][CH3:31])=[N:21][C:22]2[CH2:23][CH2:24][CH2:25][CH2:26][C:27]=2[CH:28]=1.C(O)(=O)C.C([BH3-])#N.[Na+]. The catalyst is CO. The product is [F:1][C:2]([F:16])([F:15])[C:3]1[CH:4]=[C:5]([CH:8]=[C:9]([C:11]([F:14])([F:13])[F:12])[CH:10]=1)[CH2:6][NH:17][CH2:18][C:19]1[C:20]([N:29]([CH2:32][CH:33]2[CH2:37][CH2:36][CH2:35][CH2:34]2)[CH2:30][CH3:31])=[N:21][C:22]2[CH2:23][CH2:24][CH2:25][CH2:26][C:27]=2[CH:28]=1. The yield is 0.700. (4) The yield is 0.820. The product is [F:23][C:14]([F:22])([C:15]1[CH:20]=[CH:19][C:18]([F:21])=[CH:17][CH:16]=1)[CH2:13][CH2:12][S:11][C:6]1[CH:7]=[N:8][CH:9]=[CH:10][C:5]=1[C:3]([OH:4])=[O:2]. The reactants are C[O:2][C:3]([C:5]1[CH:10]=[CH:9][N:8]=[CH:7][C:6]=1[S:11][CH2:12][CH2:13][C:14]([F:23])([F:22])[C:15]1[CH:20]=[CH:19][C:18]([F:21])=[CH:17][CH:16]=1)=[O:4].[OH-].[Na+].O. The catalyst is CCO. (5) The reactants are C1(P(C2C=CC=CC=2)C2C=CC=CC=2)C=CC=CC=1.[Br:20][C:21]1[C:22]([NH:41][S:42]([CH3:45])(=[O:44])=[O:43])=[CH:23][C:24]2[O:28][C:27]([C:29]3[CH:34]=[CH:33][C:32]([F:35])=[CH:31][CH:30]=3)=[C:26]([C:36]([NH:38][CH3:39])=[O:37])[C:25]=2[CH:40]=1.CCOC(/N=N/C(OCC)=O)=O.[O:58]1[CH2:63][CH2:62][N:61]([CH2:64][CH2:65]O)[CH2:60][CH2:59]1. The catalyst is C1COCC1. The product is [Br:20][C:21]1[C:22]([N:41]([CH2:65][CH2:64][N:61]2[CH2:62][CH2:63][O:58][CH2:59][CH2:60]2)[S:42]([CH3:45])(=[O:43])=[O:44])=[CH:23][C:24]2[O:28][C:27]([C:29]3[CH:30]=[CH:31][C:32]([F:35])=[CH:33][CH:34]=3)=[C:26]([C:36]([NH:38][CH3:39])=[O:37])[C:25]=2[CH:40]=1. The yield is 0.790.